Dataset: Forward reaction prediction with 1.9M reactions from USPTO patents (1976-2016). Task: Predict the product of the given reaction. (1) Given the reactants C[CH:2]([OH:9])[CH2:3][NH:4][CH2:5][CH:6]([OH:8])C.[C:10]([NH:13][C:14]1[CH:23]=[CH:22][C:17]([S:18](Cl)(=[O:20])=[O:19])=[CH:16][CH:15]=1)(=[O:12])[CH3:11], predict the reaction product. The product is: [OH:9][CH2:2][CH2:3][N:4]([CH2:5][CH2:6][OH:8])[S:18]([C:17]1[CH:16]=[CH:15][C:14]([NH:13][C:10](=[O:12])[CH3:11])=[CH:23][CH:22]=1)(=[O:20])=[O:19]. (2) Given the reactants Br[C:2]1[CH:3]=[C:4]([N+:11]([O-:13])=[O:12])[CH:5]=[C:6]2[C:10]=1[NH:9][CH:8]=[CH:7]2.C(=O)([O-])[O-].[Cs+].[Cs+].[CH:20]1(B(O)O)[CH2:22][CH2:21]1, predict the reaction product. The product is: [CH:20]1([C:2]2[CH:3]=[C:4]([N+:11]([O-:13])=[O:12])[CH:5]=[C:6]3[C:10]=2[NH:9][CH:8]=[CH:7]3)[CH2:22][CH2:21]1. (3) Given the reactants [CH3:1][NH:2][C:3]1[C:8]([NH2:9])=[CH:7][C:6]([S:10][C:11]([F:14])([F:13])[F:12])=[CH:5][N:4]=1.[Cl:15][C:16]1[CH:20]=[CH:19][S:18][C:17]=1[C:21](O)=O.CCN=C=NCCCN(C)C.Cl.C1C=CC2N(O)N=NC=2C=1, predict the reaction product. The product is: [Cl:15][C:16]1[CH:20]=[CH:19][S:18][C:17]=1[C:21]1[N:2]([CH3:1])[C:3]2=[N:4][CH:5]=[C:6]([S:10][C:11]([F:13])([F:12])[F:14])[CH:7]=[C:8]2[N:9]=1.